This data is from Catalyst prediction with 721,799 reactions and 888 catalyst types from USPTO. The task is: Predict which catalyst facilitates the given reaction. (1) Reactant: [C:1]([C:4]1[O:5][CH:6]=[CH:7][CH:8]=1)(=[O:3])[CH3:2].[O-]CC.[Na+].[CH2:13]([O:15][C:16](=[O:22])[C:17](OCC)=[O:18])[CH3:14]. Product: [CH2:13]([O:15][C:16](=[O:22])[C:17](=[O:18])[CH2:2][C:1]([C:4]1[O:5][CH:6]=[CH:7][CH:8]=1)=[O:3])[CH3:14]. The catalyst class is: 8. (2) Reactant: [NH2:1][C:2](=[O:17])[CH:3]([NH:6][C:7](=[O:16])[C:8]1[CH:13]=[C:12]([CH3:14])[N:11]=[C:10]([CH3:15])[CH:9]=1)[C:4]#[N:5].[H-].[SH2:19].[Na+].Cl.C(NCC)C.O. Product: [NH2:1][C:2](=[O:17])[CH:3]([NH:6][C:7](=[O:16])[C:8]1[CH:9]=[C:10]([CH3:15])[N:11]=[C:12]([CH3:14])[CH:13]=1)[C:4]([NH2:5])=[S:19]. The catalyst class is: 127. (3) Reactant: [Cl:1][C:2]1[CH:3]=[CH:4][C:5]2[NH:11][C:10](=O)[C@@H:9]([CH2:13][C:14]([O:16][CH:17]([CH3:19])[CH3:18])=[O:15])[S:8][C@H:7]([C:20]3[CH:25]=[CH:24][CH:23]=[C:22]([O:26][CH3:27])[CH:21]=3)[C:6]=2[CH:28]=1.COC1C=CC(P2(SP(C3C=CC(OC)=CC=3)(=S)S2)=[S:38])=CC=1. Product: [Cl:1][C:2]1[CH:3]=[CH:4][C:5]2[NH:11][C:10](=[S:38])[C@@H:9]([CH2:13][C:14]([O:16][CH:17]([CH3:19])[CH3:18])=[O:15])[S:8][C@H:7]([C:20]3[CH:25]=[CH:24][CH:23]=[C:22]([O:26][CH3:27])[CH:21]=3)[C:6]=2[CH:28]=1. The catalyst class is: 11.